This data is from Catalyst prediction with 721,799 reactions and 888 catalyst types from USPTO. The task is: Predict which catalyst facilitates the given reaction. (1) Reactant: FC(F)(F)S([O:6][S:7]([C:10]([F:13])([F:12])[F:11])(=[O:9])=[O:8])(=O)=O.N1C=CC=CC=1.[CH3:22][C:23]1[C:27]2=[C:28](O)[CH:29]=[CH:30][CH:31]=[C:26]2[O:25][C:24]=1[CH2:33][C:34]1[CH:39]=[CH:38][CH:37]=[C:36]([C:40]([F:43])([F:42])[F:41])[CH:35]=1. Product: [F:13][C:10]([F:11])([F:12])[S:7]([O:6][C:28]1[C:27]2[C:23]([CH3:22])=[C:24]([CH2:33][C:34]3[CH:39]=[CH:38][CH:37]=[C:36]([C:40]([F:43])([F:41])[F:42])[CH:35]=3)[O:25][C:26]=2[CH:31]=[CH:30][CH:29]=1)(=[O:8])=[O:9]. The catalyst class is: 6. (2) Reactant: [H-].[Al+3].[Li+].[H-].[H-].[H-].[CH:7]([N:10]1[C:19]([C:20](OCC)=[O:21])=[CH:18][C:17]2[C:12](=[C:13]([CH3:25])[CH:14]=[CH:15][CH:16]=2)[C:11]1=[O:26])([CH3:9])[CH3:8].O. Product: [OH:21][CH2:20][C:19]1[N:10]([CH:7]([CH3:9])[CH3:8])[C:11](=[O:26])[C:12]2[C:17]([CH:18]=1)=[CH:16][CH:15]=[CH:14][C:13]=2[CH3:25]. The catalyst class is: 1. (3) Reactant: [Br:1][C:2]1[CH:3]=[CH:4][C:5](F)=[N:6][CH:7]=1.Cl.[CH2:10]1[C:13]2([CH2:18][CH2:17][NH:16][CH2:15][CH2:14]2)[CH2:12][CH:11]1[OH:19].C(N(CC)C(C)C)(C)C.CN(C=O)C. The catalyst class is: 647. Product: [Br:1][C:2]1[CH:3]=[CH:4][C:5]([N:16]2[CH2:17][CH2:18][C:13]3([CH2:10][CH:11]([OH:19])[CH2:12]3)[CH2:14][CH2:15]2)=[N:6][CH:7]=1. (4) Reactant: [N+:1]([C:4]1[CH:5]=[CH:6][C:7]([O:10][C@@H:11]([CH3:16])[C:12]([F:15])([F:14])[F:13])=[N:8][CH:9]=1)([O-])=O.[H][H]. Product: [F:15][C:12]([F:13])([F:14])[C@H:11]([CH3:16])[O:10][C:7]1[N:8]=[CH:9][C:4]([NH2:1])=[CH:5][CH:6]=1. The catalyst class is: 43. (5) Reactant: [C:1]([C:4]1[S:5][CH:6]=[CH:7][C:8]=1[NH:9][CH:10]([C:14]1[CH:19]=[CH:18][CH:17]=[CH:16][CH:15]=1)[C:11]([OH:13])=[O:12])(=[O:3])[CH3:2].[N:20]12[CH2:27][CH2:26][CH:23]([CH2:24][CH2:25]1)[C@@H:22](O)[CH2:21]2.C1C=CC2N(O)N=NC=2C=1.C1CCC(N=C=NC2CCCCC2)CC1. Product: [N:20]12[CH2:27][CH2:26][CH:23]([CH2:24][CH2:25]1)[C@@H:22]([O:12][C:11](=[O:13])[CH:10]([NH:9][C:8]1[CH:7]=[CH:6][S:5][C:4]=1[C:1](=[O:3])[CH3:2])[C:14]1[CH:19]=[CH:18][CH:17]=[CH:16][CH:15]=1)[CH2:21]2. The catalyst class is: 1. (6) Reactant: C([O-])(=O)C.[O:5]=[C:6]1[N:11]([CH2:12][C:13]2[CH:14]=[C:15]([CH:19]=[CH:20][CH:21]=2)[C:16]([NH2:18])=[NH2+:17])[N:10]=[C:9]([C:22]2[CH:27]=[C:26]([F:28])[C:25]([F:29])=[C:24]([F:30])[CH:23]=2)[CH:8]=[CH:7]1.[CH:31]([CH:33]([CH:39]=O)[C:34]([O:36][CH2:37][CH3:38])=[O:35])=O.O. Product: [O:5]=[C:6]1[N:11]([CH2:12][C:13]2[CH:14]=[C:15]([C:16]3[N:18]=[CH:39][C:33]([C:34]([O:36][CH2:37][CH3:38])=[O:35])=[CH:31][N:17]=3)[CH:19]=[CH:20][CH:21]=2)[N:10]=[C:9]([C:22]2[CH:23]=[C:24]([F:30])[C:25]([F:29])=[C:26]([F:28])[CH:27]=2)[CH:8]=[CH:7]1. The catalyst class is: 17. (7) Reactant: [C:1]([O:5][C:6](=[O:41])[N:7]([C:9]1[N:17]=[CH:16][N:15]=[C:14]2[C:10]=1[N:11]=[CH:12][N:13]2[C:18]1[CH:23]=[CH:22][C:21]([NH:24][C:25]([NH:27][C:28]2[CH:33]=[CH:32][C:31]([CH2:34][CH2:35][OH:36])=[C:30]([C:37]([F:40])([F:39])[F:38])[CH:29]=2)=[O:26])=[CH:20][CH:19]=1)[CH3:8])([CH3:4])([CH3:3])[CH3:2].CC(OI1(OC(C)=O)(OC(C)=O)OC(=O)C2C=CC=CC1=2)=O. Product: [C:1]([O:5][C:6](=[O:41])[N:7]([CH3:8])[C:9]1[N:17]=[CH:16][N:15]=[C:14]2[C:10]=1[N:11]=[CH:12][N:13]2[C:18]1[CH:23]=[CH:22][C:21]([NH:24][C:25]([NH:27][C:28]2[CH:33]=[CH:32][C:31]([CH2:34][CH:35]=[O:36])=[C:30]([C:37]([F:40])([F:39])[F:38])[CH:29]=2)=[O:26])=[CH:20][CH:19]=1)([CH3:3])([CH3:4])[CH3:2]. The catalyst class is: 4. (8) Reactant: O[N:2]=[C:3]1[CH2:8][CH2:7][CH:6]([C:9]([O:11][CH2:12][CH3:13])=[O:10])[CH2:5][CH2:4]1.S(=O)(=O)(O)[OH:15]. Product: [O:15]=[C:3]1[NH:2][CH2:8][CH2:7][CH:6]([C:9]([O:11][CH2:12][CH3:13])=[O:10])[CH2:5][CH2:4]1. The catalyst class is: 8. (9) Reactant: O=[CH:2][C:3]1[CH:11]=[CH:10][C:8]([OH:9])=[C:5]([O:6][CH3:7])[CH:4]=1.C(O)(=O)[CH2:13][C:14]([OH:16])=[O:15].CC1CCNCC1.CN1CCCCC1.C(=O)=O.Cl. Product: [C:14]([OH:16])(=[O:15])/[CH:13]=[CH:2]/[C:3]1[CH:11]=[CH:10][C:8]([OH:9])=[C:5]([O:6][CH3:7])[CH:4]=1. The catalyst class is: 17. (10) Reactant: [OH:1][C:2]1[CH:7]=[C:6]([CH3:8])[CH:5]=[CH:4][C:3]=1[NH:9][C:10](=[O:12])[CH3:11].Br[CH2:14][CH:15]1[CH2:17][O:16]1.C(=O)([O-])[O-].[K+].[K+]. Product: [CH3:8][C:6]1[CH:5]=[CH:4][C:3]([NH:9][C:10](=[O:12])[CH3:11])=[C:2]([O:1][CH2:14][CH:15]2[CH2:17][O:16]2)[CH:7]=1. The catalyst class is: 39.